From a dataset of Retrosynthesis with 50K atom-mapped reactions and 10 reaction types from USPTO. Predict the reactants needed to synthesize the given product. Given the product Nc1cccc2cc(N3CCC(c4cc(Cl)cc(Cl)c4)(C(F)(F)F)C3)ccc12, predict the reactants needed to synthesize it. The reactants are: CC(C)(C)OC(=O)Nc1cccc2cc(N3CCC(c4cc(Cl)cc(Cl)c4)(C(F)(F)F)C3)ccc12.